This data is from Peptide-MHC class II binding affinity with 134,281 pairs from IEDB. The task is: Regression. Given a peptide amino acid sequence and an MHC pseudo amino acid sequence, predict their binding affinity value. This is MHC class II binding data. (1) The peptide sequence is IRDGLQYGWKTWGKN. The MHC is DRB1_0801 with pseudo-sequence DRB1_0801. The binding affinity (normalized) is 0.314. (2) The peptide sequence is SEMFMPRSIGGPVSS. The MHC is DRB1_0301 with pseudo-sequence DRB1_0301. The binding affinity (normalized) is 0.348. (3) The peptide sequence is ALHIIAGTPEVHAVK. The MHC is DRB3_0101 with pseudo-sequence DRB3_0101. The binding affinity (normalized) is 0.192.